The task is: Binary Classification. Given a drug SMILES string, predict its activity (active/inactive) in a high-throughput screening assay against a specified biological target.. This data is from Cav3 T-type calcium channel HTS with 100,875 compounds. (1) The drug is O=C(NC1CCCC1)C(N(CC(OCC)=O)C(=O)Cn1nc(nn1)c1ccc(cc1)C)CC. The result is 0 (inactive). (2) The compound is O=c1c2c(n(CC)cc1C(=O)NCCOC)nc(cc2)C. The result is 0 (inactive). (3) The compound is Clc1cc(N(S(=O)(=O)C)CC(=O)NCC2OCCC2)ccc1Cl. The result is 0 (inactive).